This data is from Full USPTO retrosynthesis dataset with 1.9M reactions from patents (1976-2016). The task is: Predict the reactants needed to synthesize the given product. (1) Given the product [NH2:8][CH2:9][C:10]1[CH:11]=[C:12]([NH:16][C:17](=[O:39])[CH2:18][N:19]2[CH:23]=[C:22]([O:24][C:25]3[C:34]4[C:29](=[CH:30][C:31]([O:37][CH3:38])=[C:32]([O:35][CH3:36])[CH:33]=4)[N:28]=[CH:27][N:26]=3)[CH:21]=[N:20]2)[CH:13]=[CH:14][CH:15]=1, predict the reactants needed to synthesize it. The reactants are: C(OC([NH:8][CH2:9][C:10]1[CH:11]=[C:12]([NH:16][C:17](=[O:39])[CH2:18][N:19]2[CH:23]=[C:22]([O:24][C:25]3[C:34]4[C:29](=[CH:30][C:31]([O:37][CH3:38])=[C:32]([O:35][CH3:36])[CH:33]=4)[N:28]=[CH:27][N:26]=3)[CH:21]=[N:20]2)[CH:13]=[CH:14][CH:15]=1)=O)(C)(C)C.FC(F)(F)C(O)=O. (2) Given the product [CH3:17][NH:16][C:14]([C:11]1[CH:12]=[CH:13][C:8]([C:6]2[CH:7]=[C:2]([CH:22]=[CH2:23])[C:3]([N+:19]([O-:21])=[O:20])=[CH:4][C:5]=2[CH3:18])=[CH:9][CH:10]=1)=[O:15], predict the reactants needed to synthesize it. The reactants are: Cl[C:2]1[C:3]([N+:19]([O-:21])=[O:20])=[CH:4][C:5]([CH3:18])=[C:6]([C:8]2[CH:13]=[CH:12][C:11]([C:14]([NH:16][CH3:17])=[O:15])=[CH:10][CH:9]=2)[CH:7]=1.[CH2:22](OB(C=C)OCCCC)[CH2:23]CC.C(=O)([O-])[O-].[Na+].[Na+]. (3) Given the product [C:39]([C:38]1[CH:41]=[CH:42][C:35]([CH2:34][N:4]2[CH2:9][CH2:8][CH:7]([NH:10][C:11]3[C:16]([C:17]([NH2:19])=[O:18])=[CH:15][N:14]=[C:13]([NH:20][C:21]4[CH:26]=[N:25][CH:24]=[CH:23][N:22]=4)[CH:12]=3)[CH2:6][CH2:5]2)=[CH:36][CH:37]=1)#[N:40], predict the reactants needed to synthesize it. The reactants are: Cl.Cl.Cl.[NH:4]1[CH2:9][CH2:8][CH:7]([NH:10][C:11]2[C:16]([C:17]([NH2:19])=[O:18])=[CH:15][N:14]=[C:13]([NH:20][C:21]3[CH:26]=[N:25][CH:24]=[CH:23][N:22]=3)[CH:12]=2)[CH2:6][CH2:5]1.C(=O)([O-])[O-].[K+].[K+].Br[CH2:34][C:35]1[CH:42]=[CH:41][C:38]([C:39]#[N:40])=[CH:37][CH:36]=1. (4) Given the product [Cl:14][C:4]1[N:3]=[C:2]([NH:15][CH2:16][CH2:17][C:18]2[CH:23]=[CH:22][C:21]([OH:24])=[CH:20][CH:19]=2)[C:7]2[N:8]=[CH:9][N:10]([CH:11]([CH3:13])[CH3:12])[C:6]=2[CH:5]=1, predict the reactants needed to synthesize it. The reactants are: Cl[C:2]1[C:7]2[N:8]=[CH:9][N:10]([CH:11]([CH3:13])[CH3:12])[C:6]=2[CH:5]=[C:4]([Cl:14])[N:3]=1.[NH2:15][CH2:16][CH2:17][C:18]1[CH:23]=[CH:22][C:21]([OH:24])=[CH:20][CH:19]=1. (5) Given the product [C:19]([O:18][C:16]([NH:15][C@H:11]([C:12]1[NH:63][C:62]2[CH:61]=[CH:60][C:59]([C:64]3[CH:69]=[CH:68][C:67]([C:70]#[N:71])=[C:66]([F:72])[CH:65]=3)=[CH:58][C:57]=2[N:56]=1)[C@@H:10]([CH3:23])[C:9]([O:8][CH2:1][C:2]1[CH:7]=[CH:6][CH:5]=[CH:4][CH:3]=1)=[O:24])=[O:17])([CH3:22])([CH3:21])[CH3:20], predict the reactants needed to synthesize it. The reactants are: [CH2:1]([O:8][C:9](=[O:24])[CH:10]([CH3:23])[C@H:11]([NH:15][C:16]([O:18][C:19]([CH3:22])([CH3:21])[CH3:20])=[O:17])[C:12](O)=O)[C:2]1[CH:7]=[CH:6][CH:5]=[CH:4][CH:3]=1.CN1CCOCC1.CN(C(ON1N=NC2C=CC=NC1=2)=[N+](C)C)C.F[P-](F)(F)(F)(F)F.[NH2:56][C:57]1[CH:58]=[C:59]([C:64]2[CH:69]=[CH:68][C:67]([C:70]#[N:71])=[C:66]([F:72])[CH:65]=2)[CH:60]=[CH:61][C:62]=1[NH2:63].